Dataset: Full USPTO retrosynthesis dataset with 1.9M reactions from patents (1976-2016). Task: Predict the reactants needed to synthesize the given product. (1) The reactants are: [Cl:1][C:2]1[CH:7]=[C:6]([Cl:8])[CH:5]=[CH:4][C:3]=1[C:9]1[O:10][C:11]([CH:26]([CH3:28])[CH3:27])=[C:12]([CH2:14][CH2:15][C:16]([C:18]2[CH:23]=[CH:22][C:21]([OH:24])=[C:20]([CH3:25])[CH:19]=2)=[O:17])[N:13]=1.C(=O)([O-])[O-].[K+].[K+].Br[CH2:36][C:37]([O:39][CH2:40][CH3:41])=[O:38]. Given the product [Cl:1][C:2]1[CH:7]=[C:6]([Cl:8])[CH:5]=[CH:4][C:3]=1[C:9]1[O:10][C:11]([CH:26]([CH3:28])[CH3:27])=[C:12]([CH2:14][CH2:15][C:16]([C:18]2[CH:23]=[CH:22][C:21]([O:24][CH2:36][C:37]([O:39][CH2:40][CH3:41])=[O:38])=[C:20]([CH3:25])[CH:19]=2)=[O:17])[N:13]=1, predict the reactants needed to synthesize it. (2) Given the product [N:17]1([CH2:23][CH2:24][O:25][C:26]2[CH:27]=[C:28]3[C:32](=[CH:33][CH:34]=2)[NH:31][C:30]([CH:35]=[C:11]2[C:10]4[C:14](=[CH:15][C:7]([C:1]5[CH:2]=[CH:3][CH:4]=[CH:5][CH:6]=5)=[CH:8][CH:9]=4)[NH:13][C:12]2=[O:16])=[CH:29]3)[CH2:18][CH2:19][O:20][CH2:21][CH2:22]1, predict the reactants needed to synthesize it. The reactants are: [C:1]1([C:7]2[CH:15]=[C:14]3[C:10]([CH2:11][C:12](=[O:16])[NH:13]3)=[CH:9][CH:8]=2)[CH:6]=[CH:5][CH:4]=[CH:3][CH:2]=1.[N:17]1([CH2:23][CH2:24][O:25][C:26]2[CH:27]=[C:28]3[C:32](=[CH:33][CH:34]=2)[NH:31][C:30]([CH:35]=O)=[CH:29]3)[CH2:22][CH2:21][O:20][CH2:19][CH2:18]1.N1CCCCC1. (3) Given the product [F:8][C:9]1[CH:14]=[CH:13][C:12]([N:15]2[CH:20]=[CH:21][C:22]([NH2:23])=[N:16]2)=[CH:11][CH:10]=1, predict the reactants needed to synthesize it. The reactants are: CC(C)([O-])C.[K+].Cl.[F:8][C:9]1[CH:14]=[CH:13][C:12]([NH:15][NH2:16])=[CH:11][CH:10]=1.C(O[CH:20]=[CH:21][C:22]#[N:23])C. (4) Given the product [NH2:8][CH2:9][C:10]([NH:12][C@@H:13]([C:21]([NH:31][CH2:32][C:33]([OH:35])=[O:34])=[O:23])[CH2:14][CH:15]1[CH2:16][CH2:17][CH2:18][CH2:19][CH2:20]1)=[O:11], predict the reactants needed to synthesize it. The reactants are: C(OC([NH:8][CH2:9][C:10]([NH:12][C@@H:13]([C:21]([OH:23])=O)[CH2:14][CH:15]1[CH2:20][CH2:19][CH2:18][CH2:17][CH2:16]1)=[O:11])=O)(C)(C)C.CN1CCOCC1.[NH2:31][CH2:32][C:33]([O:35]C(C)(C)C)=[O:34].CN(C(ON1N=NC2C=CC=CC1=2)=[N+](C)C)C.[B-](F)(F)(F)F. (5) The reactants are: [Cl:1][C:2]1[CH:7]=[CH:6][N:5]=[C:4]2[N:8]([S:24]([C:27]3[CH:32]=[CH:31][C:30]([CH3:33])=[CH:29][CH:28]=3)(=[O:26])=[O:25])[C:9]([C:11]3[C:19]4[C:14](=[CH:15][C:16]([O:22][CH3:23])=[C:17]([O:20][CH3:21])[CH:18]=4)[NH:13][CH:12]=3)=[CH:10][C:3]=12.Cl.Cl[CH2:36][CH2:37][N:38]1[CH2:43][CH2:42][O:41][CH2:40][CH2:39]1.C(=O)([O-])[O-].[K+].[K+].O. Given the product [Cl:1][C:2]1[CH:7]=[CH:6][N:5]=[C:4]2[N:8]([S:24]([C:27]3[CH:32]=[CH:31][C:30]([CH3:33])=[CH:29][CH:28]=3)(=[O:26])=[O:25])[C:9]([C:11]3[C:19]4[C:14](=[CH:15][C:16]([O:22][CH3:23])=[C:17]([O:20][CH3:21])[CH:18]=4)[N:13]([CH2:36][CH2:37][N:38]4[CH2:43][CH2:42][O:41][CH2:40][CH2:39]4)[CH:12]=3)=[CH:10][C:3]=12, predict the reactants needed to synthesize it. (6) Given the product [F:26][C:25]([F:27])([F:28])[C:23]1[CH:24]=[C:19]([C:17](=[O:18])[CH2:16][CH:15]([C:33]2[CH:38]=[CH:37][C:36]([CH:39]3[CH2:40][CH2:41][CH2:42][CH2:43][CH2:44]3)=[CH:35][CH:34]=2)[C:14]([C:11]2[CH:10]=[CH:9][C:8]([C:7]([NH:6][CH2:5][CH2:4][C:3]([OH:47])=[O:2])=[O:46])=[CH:13][CH:12]=2)=[O:45])[CH:20]=[C:21]([C:29]([F:30])([F:31])[F:32])[CH:22]=1, predict the reactants needed to synthesize it. The reactants are: C[O:2][C:3](=[O:47])[CH2:4][CH2:5][NH:6][C:7](=[O:46])[C:8]1[CH:13]=[CH:12][C:11]([C:14](=[O:45])[CH:15]([C:33]2[CH:38]=[CH:37][C:36]([CH:39]3[CH2:44][CH2:43][CH2:42][CH2:41][CH2:40]3)=[CH:35][CH:34]=2)[CH2:16][C:17]([C:19]2[CH:24]=[C:23]([C:25]([F:28])([F:27])[F:26])[CH:22]=[C:21]([C:29]([F:32])([F:31])[F:30])[CH:20]=2)=[O:18])=[CH:10][CH:9]=1.Cl. (7) The reactants are: [CH2:1]([O:4][C:5]1[CH:10]=[CH:9][C:8]([CH2:11][SH:12])=[C:7]([CH3:13])[CH:6]=1)[CH:2]=[CH2:3].[CH3:14][N:15]1[C:19]([CH2:20][CH2:21]OS(C2C=CC(C)=CC=2)(=O)=O)=[CH:18][CH:17]=[N:16]1.[H-].[Na+]. Given the product [CH2:1]([O:4][C:5]1[CH:10]=[CH:9][C:8]([CH2:11][S:12][CH2:21][CH2:20][C:19]2[N:15]([CH3:14])[N:16]=[CH:17][CH:18]=2)=[C:7]([CH3:13])[CH:6]=1)[CH:2]=[CH2:3], predict the reactants needed to synthesize it.